From a dataset of Full USPTO retrosynthesis dataset with 1.9M reactions from patents (1976-2016). Predict the reactants needed to synthesize the given product. (1) Given the product [CH3:5][C:3](=[CH2:4])[CH3:2].[CH2:1]=[CH:2][C:3](=[CH2:9])[CH3:4], predict the reactants needed to synthesize it. The reactants are: [CH2:1]=[CH:2][CH:3]=[CH2:4].[C:5](#N)C=C.[C:9](#N)C=C. (2) Given the product [CH2:25]([S:22]([C:18]1[CH:17]=[C:16]([C:5]2[C:6]3[C:14]4[CH:13]=[C:12]([CH3:15])[CH:11]=[N:10][C:9]=4[NH:8][C:7]=3[C:2]([C:27]#[N:28])=[N:3][CH:4]=2)[CH:21]=[CH:20][CH:19]=1)(=[O:24])=[O:23])[CH3:26], predict the reactants needed to synthesize it. The reactants are: Cl[C:2]1[C:7]2[NH:8][C:9]3[C:14]([C:6]=2[C:5]([C:16]2[CH:21]=[CH:20][CH:19]=[C:18]([S:22]([CH2:25][CH3:26])(=[O:24])=[O:23])[CH:17]=2)=[CH:4][N:3]=1)=[CH:13][C:12]([CH3:15])=[CH:11][N:10]=3.[CH3:27][N:28](C=O)C. (3) Given the product [Cl:9][C:4]1[N:3]=[C:2]([NH:16][C@@H:14]([CH:11]2[CH2:13][CH2:12]2)[CH3:15])[N:7]=[C:6]([NH:19][C@@H:23]([CH:24]2[CH2:29][CH2:28]2)[CH3:25])[N:5]=1, predict the reactants needed to synthesize it. The reactants are: Cl[C:2]1[N:7]=[C:6](Cl)[N:5]=[C:4]([Cl:9])[N:3]=1.Cl.[CH:11]1([C@@H:14]([NH2:16])[CH3:15])[CH2:13][CH2:12]1.CC[N:19]([CH:23]([CH3:25])[CH3:24])C(C)C.[F-].[Cs+].[CH3:28][C:29](C)=O. (4) Given the product [Br:1][C:19]1[CH:20]=[C:21]([N+:22]([O-:24])=[O:23])[C:13]([CH3:12])=[C:14]([CH:18]=1)[C:15]([OH:17])=[O:16], predict the reactants needed to synthesize it. The reactants are: [Br:1]N1C(C)(C)C(=O)N(Br)C1=O.[CH3:12][C:13]1[C:21]([N+:22]([O-:24])=[O:23])=[CH:20][CH:19]=[CH:18][C:14]=1[C:15]([OH:17])=[O:16]. (5) The reactants are: [CH2:1]([O:8][CH2:9][C:10](Cl)=[O:11])[C:2]1[CH:7]=[CH:6][CH:5]=[CH:4][CH:3]=1.Cl.[CH2:14]([NH:16][CH2:17][C:18]([C:20]1[CH:25]=[CH:24][C:23]([F:26])=[C:22]([CH3:27])[CH:21]=1)=[O:19])[CH3:15].C(N(CC)CC)C. Given the product [CH2:1]([O:8][CH2:9][C:10]([N:16]([CH2:14][CH3:15])[CH2:17][C:18]([C:20]1[CH:25]=[CH:24][C:23]([F:26])=[C:22]([CH3:27])[CH:21]=1)=[O:19])=[O:11])[C:2]1[CH:7]=[CH:6][CH:5]=[CH:4][CH:3]=1, predict the reactants needed to synthesize it. (6) Given the product [Cl:31][C:27]1[CH:26]=[C:25]2[NH:24][C:23](=[O:32])[C:9]3([CH:8]([C:6]4[CH:7]=[C:2]([Cl:1])[CH:3]=[CH:4][C:5]=4[O:33][C:34]([CH2:42][CH3:43])([CH2:44][CH3:45])[C:35]([NH:37][S:38]([CH3:41])(=[O:40])=[O:39])=[O:36])[CH2:13][C:12](=[S:47])[NH:11][CH:10]3[C:15]3[CH:20]=[C:19]([F:21])[CH:18]=[CH:17][C:16]=3[CH3:22])[C:30]2=[CH:29][CH:28]=1, predict the reactants needed to synthesize it. The reactants are: [Cl:1][C:2]1[CH:3]=[CH:4][C:5]([O:33][C:34]([CH2:44][CH3:45])([CH2:42][CH3:43])[C:35]([NH:37][S:38]([CH3:41])(=[O:40])=[O:39])=[O:36])=[C:6]([CH:8]2[CH2:13][C:12](=O)[NH:11][CH:10]([C:15]3[CH:20]=[C:19]([F:21])[CH:18]=[CH:17][C:16]=3[CH3:22])[C:9]32[C:30]2[C:25](=[CH:26][C:27]([Cl:31])=[CH:28][CH:29]=2)[NH:24][C:23]3=[O:32])[CH:7]=1.P12(SP3(SP(SP(S3)(S1)=S)(=S)S2)=S)=[S:47]. (7) Given the product [C:1]([O:5][C:6]([NH:8][CH2:9][C@H:10]1[CH2:15][CH2:14][C@H:13]([C:16]([NH:18][C@H:19]([C:20](=[O:21])[NH:53][C:54]2[CH:63]=[CH:62][C:57]3[NH:58][C:59](=[O:61])[NH:60][C:56]=3[CH:55]=2)[CH2:23][C:24]2[CH:29]=[CH:28][C:27]([C:30]3[CH:35]=[CH:34][C:33]([C:36]([NH:37][CH:38]4[CH2:39][CH2:40][N:41]([C:44]([O:46][C:47]([CH3:50])([CH3:49])[CH3:48])=[O:45])[CH2:42][CH2:43]4)=[O:51])=[CH:32][C:31]=3[CH3:52])=[CH:26][CH:25]=2)=[O:17])[CH2:12][CH2:11]1)=[O:7])([CH3:3])([CH3:2])[CH3:4], predict the reactants needed to synthesize it. The reactants are: [C:1]([O:5][C:6]([NH:8][CH2:9][C@H:10]1[CH2:15][CH2:14][C@H:13]([C:16]([NH:18][C@@H:19]([CH2:23][C:24]2[CH:29]=[CH:28][C:27]([C:30]3[CH:35]=[CH:34][C:33]([C:36](=[O:51])[NH:37][CH:38]4[CH2:43][CH2:42][N:41]([C:44]([O:46][C:47]([CH3:50])([CH3:49])[CH3:48])=[O:45])[CH2:40][CH2:39]4)=[CH:32][C:31]=3[CH3:52])=[CH:26][CH:25]=2)[C:20](O)=[O:21])=[O:17])[CH2:12][CH2:11]1)=[O:7])([CH3:4])([CH3:3])[CH3:2].[NH2:53][C:54]1[CH:63]=[CH:62][C:57]2[NH:58][C:59](=[O:61])[NH:60][C:56]=2[CH:55]=1.C(NC(C)C)(C)C.F[P-](F)(F)(F)(F)F.CN(C(ON1C2=NC=CC=C2N=N1)=[N+](C)C)C. (8) Given the product [CH3:24][N:21]1[C:22]([CH3:23])=[C:18]([C:16]([NH:15][C:12]2[CH:13]=[CH:14][C:9]([O:8][C:6]3[CH:5]=[CH:4][N:3]=[C:2]([NH:1][C:41]([N:51]4[CH2:56][CH2:55][O:54][CH2:53][CH2:52]4)=[O:42])[CH:7]=3)=[C:10]([F:33])[C:11]=2[F:32])=[O:17])[C:19](=[O:31])[N:20]1[C:25]1[CH:26]=[CH:27][CH:28]=[CH:29][CH:30]=1, predict the reactants needed to synthesize it. The reactants are: [NH2:1][C:2]1[CH:7]=[C:6]([O:8][C:9]2[CH:14]=[CH:13][C:12]([NH:15][C:16]([C:18]3[C:19](=[O:31])[N:20]([C:25]4[CH:30]=[CH:29][CH:28]=[CH:27][CH:26]=4)[N:21]([CH3:24])[C:22]=3[CH3:23])=[O:17])=[C:11]([F:32])[C:10]=2[F:33])[CH:5]=[CH:4][N:3]=1.CCN(CC)CC.[C:41](Cl)(=O)[O:42]C1C=CC=CC=1.[NH:51]1[CH2:56][CH2:55][O:54][CH2:53][CH2:52]1.